This data is from Catalyst prediction with 721,799 reactions and 888 catalyst types from USPTO. The task is: Predict which catalyst facilitates the given reaction. (1) Reactant: CCN(C(C)C)C(C)C.[Cl:10][C:11]1[C:12]([C:30]2[CH:31]=[N:32][N:33]3[CH:38]=[CH:37][CH:36]=[CH:35][C:34]=23)=[N:13][C:14]([NH:17][C:18]2[CH:23]=[C:22]([N+:24]([O-:26])=[O:25])[C:21](F)=[CH:20][C:19]=2[O:28][CH3:29])=[N:15][CH:16]=1.[CH3:39][NH:40][CH2:41][CH2:42][N:43]1[CH2:48][CH2:47][N:46]([CH3:49])[CH2:45][CH2:44]1. Product: [Cl:10][C:11]1[C:12]([C:30]2[CH:31]=[N:32][N:33]3[CH:38]=[CH:37][CH:36]=[CH:35][C:34]=23)=[N:13][C:14]([NH:17][C:18]2[CH:23]=[C:22]([N+:24]([O-:26])=[O:25])[C:21]([N:40]([CH3:39])[CH2:41][CH2:42][N:43]3[CH2:48][CH2:47][N:46]([CH3:49])[CH2:45][CH2:44]3)=[CH:20][C:19]=2[O:28][CH3:29])=[N:15][CH:16]=1. The catalyst class is: 44. (2) Reactant: [Br:1][C:2]1[CH:7]=[CH:6][C:5]([F:8])=[CH:4][C:3]=1[CH2:9][C:10](O)=[O:11].[H-].[Al+3].[Li+].[H-].[H-].[H-]. Product: [Br:1][C:2]1[CH:7]=[CH:6][C:5]([F:8])=[CH:4][C:3]=1[CH2:9][CH2:10][OH:11]. The catalyst class is: 7. (3) Reactant: [F:1][C:2]1([F:62])[CH2:7][CH2:6][CH:5]([C:8]2[C:17]3[CH:16]([O:18]CC4C=CC(OC)=CC=4)[CH2:15][C:14]([CH3:29])([CH3:28])[CH2:13][C:12]=3[N:11]=[C:10]([CH:30]3[CH2:35][CH2:34][N:33]([C:36]4[N:41]=[CH:40][C:39]([O:42][CH:43]5[CH2:48][CH2:47][N:46]([CH3:49])[CH2:45][CH2:44]5)=[CH:38][N:37]=4)[CH2:32][CH2:31]3)[C:9]=2[CH:50]([F:61])[C:51]2[CH:56]=[CH:55][C:54]([C:57]([F:60])([F:59])[F:58])=[CH:53][CH:52]=2)[CH2:4][CH2:3]1.C1(OC)C=CC=CC=1.FC(F)(F)C(O)=O. Product: [F:62][C:2]1([F:1])[CH2:3][CH2:4][CH:5]([C:8]2[C:17]3[CH:16]([OH:18])[CH2:15][C:14]([CH3:29])([CH3:28])[CH2:13][C:12]=3[N:11]=[C:10]([CH:30]3[CH2:35][CH2:34][N:33]([C:36]4[N:37]=[CH:38][C:39]([O:42][CH:43]5[CH2:44][CH2:45][N:46]([CH3:49])[CH2:47][CH2:48]5)=[CH:40][N:41]=4)[CH2:32][CH2:31]3)[C:9]=2[CH:50]([F:61])[C:51]2[CH:52]=[CH:53][C:54]([C:57]([F:58])([F:60])[F:59])=[CH:55][CH:56]=2)[CH2:6][CH2:7]1. The catalyst class is: 4. (4) Product: [CH2:1]([N:8]1[C:17]2[CH2:16][CH2:15][N:14]([CH2:26][C:27]([NH2:29])=[O:28])[CH2:13][CH2:12][C:11]=2[C:10]([C:18]2[CH:23]=[CH:22][C:21]([Cl:24])=[CH:20][CH:19]=2)=[N:9]1)[C:2]1[CH:7]=[CH:6][CH:5]=[CH:4][CH:3]=1. Reactant: [CH2:1]([N:8]1[C:17]2[CH2:16][CH2:15][NH:14][CH2:13][CH2:12][C:11]=2[C:10]([C:18]2[CH:23]=[CH:22][C:21]([Cl:24])=[CH:20][CH:19]=2)=[N:9]1)[C:2]1[CH:7]=[CH:6][CH:5]=[CH:4][CH:3]=1.Br[CH2:26][C:27]([NH2:29])=[O:28].C([O-])([O-])=O.[Na+].[Na+]. The catalyst class is: 21. (5) Reactant: [C:1]1([CH2:9][OH:10])[C:2]([CH2:7][OH:8])=[CH:3][CH:4]=[CH:5][CH:6]=1.N1C=CN=C1.[C:16]([Si:20]([CH3:23])([CH3:22])Cl)([CH3:19])([CH3:18])[CH3:17]. Product: [Si:20]([O:8][CH2:7][C:2]1[CH:3]=[CH:4][CH:5]=[CH:6][C:1]=1[CH2:9][OH:10])([C:16]([CH3:19])([CH3:18])[CH3:17])([CH3:23])[CH3:22]. The catalyst class is: 42. (6) Product: [CH:16]1([O:1][C:2]2[CH:3]=[N:4][C:5]3[C:10]([CH:11]=2)=[CH:9][C:8]([O:12][CH3:13])=[C:7]([O:14][CH3:15])[CH:6]=3)[CH2:21][CH2:20][CH2:19][CH2:18][CH2:17]1. Reactant: [OH:1][C:2]1[CH:3]=[N:4][C:5]2[C:10]([CH:11]=1)=[CH:9][C:8]([O:12][CH3:13])=[C:7]([O:14][CH3:15])[CH:6]=2.[CH:16]1(O)[CH2:21][CH2:20][CH2:19][CH2:18][CH2:17]1.C1C=CC(P(C2C=CC=CC=2)C2C=CC=CC=2)=CC=1.CCOC(/N=N/C(OCC)=O)=O. The catalyst class is: 1.